From a dataset of Reaction yield outcomes from USPTO patents with 853,638 reactions. Predict the reaction yield, written as a fraction of the theoretical maximum amount of product (1.0 means a 100% yield; for example, 0.34 means a 34% yield). (1) The product is [O:1]1[C:5]2[CH:6]=[C:7]([C:10]3([C:13]([OH:15])=[O:14])[CH2:12][CH2:11]3)[CH:8]=[CH:9][C:4]=2[CH2:3][CH2:2]1. The reactants are [O:1]1[C:5]2[CH:6]=[C:7]([C:10]3([C:13]([OH:15])=[O:14])[CH2:12][CH2:11]3)[CH:8]=[CH:9][C:4]=2[CH:3]=[CH:2]1. The catalyst is CO.O=[Pt]=O. The yield is 0.420. (2) The reactants are [F:1][C:2]1[CH:7]=[CH:6][C:5]([OH:8])=[C:4]([CH2:9][CH:10]=[CH2:11])[CH:3]=1.Cl[Sn](Cl)(Cl)Cl.[I:17]I. The catalyst is ClCCl. The product is [F:1][C:2]1[CH:7]=[CH:6][C:5]2[O:8][CH:10]([CH2:11][I:17])[CH2:9][C:4]=2[CH:3]=1. The yield is 0.540. (3) The reactants are [CH3:1][C:2]([CH3:7])=[CH:3][C:4](Cl)=[O:5].[Br:8][C:9]1[CH:15]=[CH:14][C:12]([NH2:13])=[CH:11][CH:10]=1.C(N(CC)CC)C. The catalyst is ClCCl. The product is [Br:8][C:9]1[CH:15]=[CH:14][C:12]([NH:13][C:4](=[O:5])[CH:3]=[C:2]([CH3:7])[CH3:1])=[CH:11][CH:10]=1. The yield is 1.00. (4) The reactants are [H-].[H-].[H-].[H-].[Al+3].[Li+].[CH2:7]([C@@H:9]([C:17]1[CH:22]=[CH:21][CH:20]=[C:19]([O:23][CH2:24][C:25]2[CH:30]=[CH:29][CH:28]=[CH:27][CH:26]=2)[CH:18]=1)[C@@H:10]([CH3:16])[C:11]([N:13]([CH3:15])[CH3:14])=O)[CH3:8]. The catalyst is O1CCCC1. The product is [CH2:7]([C@@H:9]([C:17]1[CH:22]=[CH:21][CH:20]=[C:19]([O:23][CH2:24][C:25]2[CH:30]=[CH:29][CH:28]=[CH:27][CH:26]=2)[CH:18]=1)[C@@H:10]([CH3:16])[CH2:11][N:13]([CH3:15])[CH3:14])[CH3:8]. The yield is 0.930. (5) The reactants are [CH3:1][C:2]1C[CH2:4][CH2:5][N:6]=1.C1C(=O)N(Cl)[C:9](=[O:10])C1.C[O-:16].[Na+].[C:18]([Cl:22])(Cl)(Cl)Cl. No catalyst specified. The product is [Cl:22][C:18]1[CH:1]=[CH:2][NH:6][C:5]=1[C:4]([O:10][CH3:9])=[O:16]. The yield is 0.154. (6) The reactants are F[C:2]1[CH:7]=[C:6]([O:8][CH3:9])[CH:5]=[CH:4][C:3]=1[O:10][CH3:11].C([Li])CCC.[C:17]1([CH3:27])[CH:22]=[C:21]([CH3:23])[CH:20]=[C:19]([CH3:24])[C:18]=1[Mg]Br.[I:28]I. The catalyst is ClCCl. The product is [I:28][C:7]1[C:6]([O:8][CH3:9])=[CH:5][CH:4]=[C:3]([O:10][CH3:11])[C:2]=1[C:18]1[C:19]([CH3:24])=[CH:20][C:21]([CH3:23])=[CH:22][C:17]=1[CH3:27]. The yield is 0.450. (7) The reactants are C([CH:3]([CH2:7][C:8](Cl)=[O:9])[C:4](Cl)=[O:5])C.N1C(C)=CC=C[C:12]=1[CH3:18].[H][H].[O:21]1CCCC1. The catalyst is [C].[Pd]. The product is [O:9]=[CH:8][CH2:7][CH2:3][C:4]([O:5][CH2:12][CH3:18])=[O:21]. The yield is 0.359. (8) The reactants are [NH:1]1[CH2:6][CH2:5][CH:4]([NH:7][C:8](=[O:14])[O:9][C:10]([CH3:13])([CH3:12])[CH3:11])[CH2:3][CH2:2]1.C(O[BH-](O[C:25](=O)[CH3:26])OC(=O)C)(=O)C.[Na+].[C:29](O)(=O)[CH3:30].C(=O)(O)[O-].[Na+].O1C[CH2:41][CH2:40][CH2:39]1. The catalyst is O. The product is [C:25]1([CH2:26][N:1]2[CH2:2][CH2:3][CH:4]([NH:7][C:8](=[O:14])[O:9][C:10]([CH3:11])([CH3:13])[CH3:12])[CH2:5][CH2:6]2)[CH2:30][CH2:29][CH2:41][CH2:40][CH:39]=1. The yield is 0.957. (9) No catalyst specified. The yield is 0.440. The product is [NH2:1][C:2]1[C:11]2[C:6](=[C:7]([C:21]3[CH:22]=[N:23][CH:24]=[C:25]([C:27]([N:29]4[CH2:30][CH2:31][CH2:32]4)=[O:28])[CH:26]=3)[CH:8]=[CH:9][CH:10]=2)[N:5]=[N:4][C:3]=1[C:13]([NH:15][CH2:16][CH2:17][CH3:18])=[O:14]. The reactants are [NH2:1][C:2]1[C:11]2[C:6](=[C:7](I)[CH:8]=[CH:9][CH:10]=2)[N:5]=[N:4][C:3]=1[C:13]([NH:15][CH2:16][CH2:17][CH3:18])=[O:14].C[Sn](C)(C)[C:21]1[CH:22]=[N:23][CH:24]=[C:25]([C:27]([N:29]2[CH2:32][CH2:31][CH2:30]2)=[O:28])[CH:26]=1.